Dataset: TCR-epitope binding with 47,182 pairs between 192 epitopes and 23,139 TCRs. Task: Binary Classification. Given a T-cell receptor sequence (or CDR3 region) and an epitope sequence, predict whether binding occurs between them. (1) The epitope is HSKKKCDEL. The TCR CDR3 sequence is CASSLDWGNTEAFF. Result: 0 (the TCR does not bind to the epitope). (2) The epitope is RLRAEAQVK. The TCR CDR3 sequence is CASSMGGPSYEQYF. Result: 0 (the TCR does not bind to the epitope). (3) The epitope is KLGGALQAK. The TCR CDR3 sequence is CASSLSHSYNEQFF. Result: 1 (the TCR binds to the epitope). (4) The epitope is TSNQVAVLY. The TCR CDR3 sequence is CAISESVGEAFF. Result: 1 (the TCR binds to the epitope). (5) The epitope is RLQSLQTYV. The TCR CDR3 sequence is CASSARTSGGGDTQYF. Result: 0 (the TCR does not bind to the epitope). (6) The epitope is VVYRGTTTY. The TCR CDR3 sequence is CASSPKDRDPLGYGYTF. Result: 0 (the TCR does not bind to the epitope). (7) The epitope is LLWNGPMAV. The TCR CDR3 sequence is CASSGTGVSPLHF. Result: 1 (the TCR binds to the epitope). (8) The epitope is HPKVSSEVHI. The TCR CDR3 sequence is CASSEAGHLNEKLFF. Result: 0 (the TCR does not bind to the epitope). (9) The epitope is TSDLATNNLVVMAY. The TCR CDR3 sequence is CASSHSGTGVLGNQPQHF. Result: 0 (the TCR does not bind to the epitope). (10) The epitope is RLDKVEAEV. The TCR CDR3 sequence is CASSLGAGVAFF. Result: 1 (the TCR binds to the epitope).